From a dataset of Forward reaction prediction with 1.9M reactions from USPTO patents (1976-2016). Predict the product of the given reaction. (1) Given the reactants COC1C=CC(C=O)=CC=1[N+]([O-])=O.C(NC(C1CCNCC1)=O)(C)(C)C.[C:27]([NH:31][C:32]([CH:34]1[CH2:39][CH2:38][N:37]([CH2:40][C:41]2[CH:46]=[CH:45][C:44]([O:47][CH3:48])=[C:43]([N+:49]([O-])=O)[CH:42]=2)[CH2:36][CH2:35]1)=[O:33])([CH3:30])([CH3:29])[CH3:28], predict the reaction product. The product is: [C:27]([NH:31][C:32]([CH:34]1[CH2:39][CH2:38][N:37]([CH2:40][C:41]2[CH:46]=[CH:45][C:44]([O:47][CH3:48])=[C:43]([NH2:49])[CH:42]=2)[CH2:36][CH2:35]1)=[O:33])([CH3:30])([CH3:29])[CH3:28]. (2) Given the reactants [Br:1][C:2]1[CH:3]=[C:4]2[C:9](=[CH:10][CH:11]=1)[C:8](Cl)=[N:7][N:6]=[CH:5]2.[NH:13]1[CH2:18][CH2:17][NH:16][CH2:15][CH2:14]1.C(=O)([O-])[O-].[K+].[K+], predict the reaction product. The product is: [Br:1][C:2]1[CH:3]=[C:4]2[C:9](=[CH:10][CH:11]=1)[C:8]([N:13]1[CH2:18][CH2:17][NH:16][CH2:15][CH2:14]1)=[N:7][N:6]=[CH:5]2.